Predict the product of the given reaction. From a dataset of Forward reaction prediction with 1.9M reactions from USPTO patents (1976-2016). (1) Given the reactants [CH3:1][C:2]1[C:7]([O:8][C@@H:9]2[C@H:13]3[O:14][CH2:15][C@H:16]([NH2:17])[C@H:12]3[O:11][CH2:10]2)=[CH:6][CH:5]=[CH:4][N:3]=1.[C:18]([N:25]1[CH:29]=[CH:28]N=C1)(N1C=CN=C1)=[O:19].[CH3:30][C:31]1([CH3:38])[O:36]CC(N)[CH2:33][O:32]1, predict the reaction product. The product is: [CH3:30][C:31]1([CH3:38])[O:36][CH2:28][CH:29]([NH:25][C:18]([NH:17][C@H:16]2[CH2:15][O:14][C@@H:13]3[C@@H:9]([O:8][C:7]4[C:2]([CH3:1])=[N:3][CH:4]=[CH:5][CH:6]=4)[CH2:10][O:11][C@H:12]23)=[O:19])[CH2:33][O:32]1. (2) Given the reactants [Cl:1][C:2]1[CH:28]=[CH:27][C:5]([CH2:6][C:7]2[N:11]=[C:10]([O:12][C:13]3[C:18]([CH3:19])=[CH:17][C:16]([N:20]=[CH:21][N:22]([CH2:24][CH3:25])[CH3:23])=[C:15]([CH3:26])[CH:14]=3)[S:9][N:8]=2)=[CH:4][CH:3]=1.Cl.O1CCOCC1, predict the reaction product. The product is: [ClH:1].[Cl:1][C:2]1[CH:3]=[CH:4][C:5]([CH2:6][C:7]2[N:11]=[C:10]([O:12][C:13]3[C:18]([CH3:19])=[CH:17][C:16]([N:20]=[CH:21][N:22]([CH2:24][CH3:25])[CH3:23])=[C:15]([CH3:26])[CH:14]=3)[S:9][N:8]=2)=[CH:27][CH:28]=1. (3) Given the reactants [H-].[Na+].[Cl:3][C:4]1[CH:5]=[C:6]([N:10]2[CH:14]=[C:13]([CH:15]([OH:17])[CH3:16])[CH:12]=[N:11]2)[CH:7]=[CH:8][CH:9]=1.[CH3:18][N:19]1[C:23](S(C)(=O)=O)=[N:22][N:21]=[C:20]1[C:28]1[CH:33]=[CH:32][N:31]=[CH:30][CH:29]=1, predict the reaction product. The product is: [Cl:3][C:4]1[CH:5]=[C:6]([N:10]2[CH:14]=[C:13]([CH:15]([O:17][C:23]3[N:19]([CH3:18])[C:20]([C:28]4[CH:33]=[CH:32][N:31]=[CH:30][CH:29]=4)=[N:21][N:22]=3)[CH3:16])[CH:12]=[N:11]2)[CH:7]=[CH:8][CH:9]=1. (4) Given the reactants [CH2:1]([N:3]1[C:12]2[C:7](=[CH:8][C:9]([C:13]([OH:15])=O)=[CH:10][CH:11]=2)[C:6](=[O:16])[N:5]([CH2:17][CH3:18])[C:4]1=[O:19])[CH3:2].[NH2:20][CH2:21][CH:22]([CH:36]([CH3:38])[CH3:37])[CH2:23][C:24]([NH:26][C:27]1[CH:32]=[CH:31][C:30]([C:33]#[N:34])=[C:29]([Cl:35])[CH:28]=1)=[O:25].CN(C(ON1N=NC2C=CC=NC1=2)=[N+](C)C)C.F[P-](F)(F)(F)(F)F, predict the reaction product. The product is: [Cl:35][C:29]1[CH:28]=[C:27]([NH:26][C:24](=[O:25])[CH2:23][CH:22]([CH:36]([CH3:37])[CH3:38])[CH2:21][NH:20][C:13]([C:9]2[CH:8]=[C:7]3[C:12](=[CH:11][CH:10]=2)[N:3]([CH2:1][CH3:2])[C:4](=[O:19])[N:5]([CH2:17][CH3:18])[C:6]3=[O:16])=[O:15])[CH:32]=[CH:31][C:30]=1[C:33]#[N:34]. (5) Given the reactants [C:1]1([CH2:7][C:8]([NH2:10])=[O:9])[CH:6]=[CH:5][CH:4]=[CH:3][CH:2]=1.C(Cl)(=O)[C:12](Cl)=[O:13].[NH2:17][C:18]1[CH:44]=[CH:43][C:21]([O:22][C:23]2[CH:28]=[CH:27][N:26]=[C:25]([NH:29][C:30]([N:32]3[CH2:37][CH2:36][CH:35]([N:38]4[CH2:42][CH2:41][CH2:40][CH2:39]4)[CH2:34][CH2:33]3)=[O:31])[CH:24]=2)=[C:20]([F:45])[CH:19]=1, predict the reaction product. The product is: [F:45][C:20]1[CH:19]=[C:18]([NH:17][C:12]([NH:10][C:8](=[O:9])[CH2:7][C:1]2[CH:6]=[CH:5][CH:4]=[CH:3][CH:2]=2)=[O:13])[CH:44]=[CH:43][C:21]=1[O:22][C:23]1[CH:28]=[CH:27][N:26]=[C:25]([NH:29][C:30]([N:32]2[CH2:37][CH2:36][CH:35]([N:38]3[CH2:42][CH2:41][CH2:40][CH2:39]3)[CH2:34][CH2:33]2)=[O:31])[CH:24]=1. (6) Given the reactants [Br:1][C:2]1[N:3]=[C:4]2[C:9]([NH:10][C@H:11]3[C@@H:15]([CH2:16][F:17])[CH2:14][N:13](C(OCC4C=CC=CC=4)=O)[CH2:12]3)=[C:8]([C:28](=[O:30])[NH2:29])[CH:7]=[N:6][N:5]2[CH:31]=1.[I:32][Si](C)(C)C, predict the reaction product. The product is: [IH:32].[Br:1][C:2]1[N:3]=[C:4]2[C:9]([NH:10][C@H:11]3[C@@H:15]([CH2:16][F:17])[CH2:14][NH:13][CH2:12]3)=[C:8]([C:28]([NH2:29])=[O:30])[CH:7]=[N:6][N:5]2[CH:31]=1. (7) The product is: [CH3:17][C:18]1[N:28]=[C:21]2[C:22](/[CH:26]=[CH:11]/[C:12]([O:14][CH2:15][CH3:16])=[O:13])=[CH:23][CH:24]=[CH:25][N:20]2[N:19]=1. Given the reactants [H-].[Na+].C(OP([CH2:11][C:12]([O:14][CH2:15][CH3:16])=[O:13])(OCC)=O)C.[CH3:17][C:18]1[N:28]=[C:21]2[C:22]([CH:26]=O)=[CH:23][CH:24]=[CH:25][N:20]2[N:19]=1.O, predict the reaction product.